Dataset: Forward reaction prediction with 1.9M reactions from USPTO patents (1976-2016). Task: Predict the product of the given reaction. (1) Given the reactants O.O.O.O.O.O.O.O.O=[C:10]1[C:15](=O)[C:14](=O)[C:13](=O)[C:12](=O)[C:11]1=O.[C:21]1([NH2:28])[CH:26]=[CH:25][CH:24]=[CH:23][C:22]=1[NH2:27], predict the reaction product. The product is: [CH:10]1[C:15]2[C:14](=[N:27][C:22]3[C:23]4[C:24]([C:25]5[C:26]([C:21]=3[N:28]=2)=[N:28][C:21]2[C:22](=[CH:23][CH:24]=[CH:25][CH:26]=2)[N:27]=5)=[N:28][C:21]2[C:22](=[CH:23][CH:24]=[CH:25][CH:26]=2)[N:27]=4)[CH:13]=[CH:12][CH:11]=1. (2) Given the reactants Br[CH2:2][C:3]1[C:8]([CH3:9])=[CH:7][CH:6]=[CH:5][C:4]=1[N:10]1[C:14](=[O:15])[N:13]([CH3:16])[N:12]=[N:11]1.[CH3:17][C:18]1[CH:23]=[C:22]([C:24](=[N:26][O:27][C:28]([CH3:31])([CH3:30])[CH3:29])[CH3:25])[CH:21]=[CH:20][C:19]=1[OH:32].C(=O)([O-])[O-].[K+].[K+], predict the reaction product. The product is: [CH3:17][C:18]1[CH:23]=[C:22]([C:24](=[N:26][O:27][C:28]([CH3:31])([CH3:30])[CH3:29])[CH3:25])[CH:21]=[CH:20][C:19]=1[O:32][CH2:2][C:3]1[C:8]([CH3:9])=[CH:7][CH:6]=[CH:5][C:4]=1[N:10]1[C:14](=[O:15])[N:13]([CH3:16])[N:12]=[N:11]1.